Dataset: Forward reaction prediction with 1.9M reactions from USPTO patents (1976-2016). Task: Predict the product of the given reaction. (1) The product is: [CH3:23][N:14]([C:8]1[CH:9]=[CH:10][CH:11]=[C:12]2[C:7]=1[NH:6][C:5]([C:3]1[N:27]=[C:24]([CH3:25])[S:26][CH:2]=1)=[CH:13]2)[S:15]([C:18]1[S:19][CH:20]=[CH:21][CH:22]=1)(=[O:17])=[O:16]. Given the reactants Cl[CH2:2][C:3]([C:5]1[NH:6][C:7]2[C:12]([CH:13]=1)=[CH:11][CH:10]=[CH:9][C:8]=2[N:14]([CH3:23])[S:15]([C:18]1[S:19][CH:20]=[CH:21][CH:22]=1)(=[O:17])=[O:16])=O.[C:24]([NH2:27])(=[S:26])[CH3:25].CN(C)C(=O)C, predict the reaction product. (2) Given the reactants N1(C2C=CC=CC=2C(N[C@H]2CCC[C@@H]2NC2C=NC(C(F)(F)F)=CN=2)=O)C=CC=N1.Cl.[F:32][C:33]([F:48])([F:47])[C:34]1[N:35]=[CH:36][C:37]([NH:40][C@H:41]2[CH2:45][CH2:44][CH2:43][C@@H:42]2[NH2:46])=[N:38][CH:39]=1.[F:49][C:50]1[CH:58]=[CH:57][CH:56]=[C:55]([F:59])[C:51]=1[C:52](O)=[O:53], predict the reaction product. The product is: [F:49][C:50]1[CH:58]=[CH:57][CH:56]=[C:55]([F:59])[C:51]=1[C:52]([NH:46][C@H:42]1[CH2:43][CH2:44][CH2:45][C@@H:41]1[NH:40][C:37]1[CH:36]=[N:35][C:34]([C:33]([F:32])([F:47])[F:48])=[CH:39][N:38]=1)=[O:53]. (3) Given the reactants [CH:1]1([NH:4][C:5](=[O:32])[C:6]2[CH:11]=[CH:10][C:9]([CH3:12])=[C:8]([C:13]3[CH:14]=[C:15]4[C:20](=[CH:21][CH:22]=3)[N:19]=[C:18]([NH:23][CH2:24][CH2:25][N:26]3[CH2:31][CH2:30][NH:29][CH2:28][CH2:27]3)[N:17]=[CH:16]4)[CH:7]=2)[CH2:3][CH2:2]1.[C:33](O[BH-](OC(=O)C)OC(=O)C)(=O)C.[Na+].C=O.O.C(=O)(O)[O-].[Na+], predict the reaction product. The product is: [CH:1]1([NH:4][C:5](=[O:32])[C:6]2[CH:11]=[CH:10][C:9]([CH3:12])=[C:8]([C:13]3[CH:14]=[C:15]4[C:20](=[CH:21][CH:22]=3)[N:19]=[C:18]([NH:23][CH2:24][CH2:25][N:26]3[CH2:27][CH2:28][N:29]([CH3:33])[CH2:30][CH2:31]3)[N:17]=[CH:16]4)[CH:7]=2)[CH2:2][CH2:3]1. (4) Given the reactants C1(C)C=CC=CC=1.[OH-:8].[Na+].C1(NC2CCCCC2)CCCCC1.[F:23][C:24]1[N:29]=[C:28]([C:30]#[N:31])[C:27]([OH:32])=[N:26][CH:25]=1, predict the reaction product. The product is: [F:23][C:24]1[N:29]=[C:28]([C:30]([NH2:31])=[O:8])[C:27]([OH:32])=[N:26][CH:25]=1. (5) Given the reactants CO[C:3]([C:5]1[CH2:6][N:7]([C:12]([O:14][C:15]([CH3:18])([CH3:17])[CH3:16])=[O:13])[CH2:8][CH2:9][C:10]=1[OH:11])=[O:4].[CH:19]1([NH:22][CH2:23][C:24]2[CH:29]=[CH:28][CH:27]=[C:26]([CH3:30])[C:25]=2[CH3:31])[CH2:21][CH2:20]1.O.C1(C)C=CC(S(O)(=O)=O)=CC=1.CCOC(C)=O, predict the reaction product. The product is: [C:15]([O:14][C:12]([N:7]1[CH2:8][CH2:9][C:10](=[O:11])[CH:5]([C:3](=[O:4])[N:22]([CH:19]2[CH2:21][CH2:20]2)[CH2:23][C:24]2[CH:29]=[CH:28][CH:27]=[C:26]([CH3:30])[C:25]=2[CH3:31])[CH2:6]1)=[O:13])([CH3:16])([CH3:17])[CH3:18].